From a dataset of Aqueous solubility values for 9,982 compounds from the AqSolDB database. Regression/Classification. Given a drug SMILES string, predict its absorption, distribution, metabolism, or excretion properties. Task type varies by dataset: regression for continuous measurements (e.g., permeability, clearance, half-life) or binary classification for categorical outcomes (e.g., BBB penetration, CYP inhibition). For this dataset (solubility_aqsoldb), we predict Y. (1) The drug is O=C(Oc1ccccc1)Oc1ccccc1. The Y is -4.22 log mol/L. (2) The molecule is O=C(Cc1ccccc1)OCc1ccccc1. The Y is -3.86 log mol/L. (3) The drug is O=C1NC(=O)C2CCCC12. The Y is 0.155 log mol/L.